Dataset: NCI-60 drug combinations with 297,098 pairs across 59 cell lines. Task: Regression. Given two drug SMILES strings and cell line genomic features, predict the synergy score measuring deviation from expected non-interaction effect. (1) Drug 1: C1CN1C2=NC(=NC(=N2)N3CC3)N4CC4. Drug 2: C1=CC(=CC=C1CC(C(=O)O)N)N(CCCl)CCCl.Cl. Cell line: MALME-3M. Synergy scores: CSS=21.0, Synergy_ZIP=-7.46, Synergy_Bliss=0.928, Synergy_Loewe=-2.99, Synergy_HSA=3.05. (2) Drug 1: CC1=C(C=C(C=C1)C(=O)NC2=CC(=CC(=C2)C(F)(F)F)N3C=C(N=C3)C)NC4=NC=CC(=N4)C5=CN=CC=C5. Drug 2: CC1=C(N=C(N=C1N)C(CC(=O)N)NCC(C(=O)N)N)C(=O)NC(C(C2=CN=CN2)OC3C(C(C(C(O3)CO)O)O)OC4C(C(C(C(O4)CO)O)OC(=O)N)O)C(=O)NC(C)C(C(C)C(=O)NC(C(C)O)C(=O)NCCC5=NC(=CS5)C6=NC(=CS6)C(=O)NCCC[S+](C)C)O. Cell line: NCI-H522. Synergy scores: CSS=16.9, Synergy_ZIP=-2.37, Synergy_Bliss=-0.101, Synergy_Loewe=-8.91, Synergy_HSA=-0.911. (3) Drug 1: CCC1=CC2CC(C3=C(CN(C2)C1)C4=CC=CC=C4N3)(C5=C(C=C6C(=C5)C78CCN9C7C(C=CC9)(C(C(C8N6C)(C(=O)OC)O)OC(=O)C)CC)OC)C(=O)OC.C(C(C(=O)O)O)(C(=O)O)O. Drug 2: C1=CC(=CC=C1CC(C(=O)O)N)N(CCCl)CCCl.Cl. Cell line: 786-0. Synergy scores: CSS=30.1, Synergy_ZIP=-3.58, Synergy_Bliss=2.10, Synergy_Loewe=-8.03, Synergy_HSA=2.54. (4) Drug 1: C1CCC(CC1)NC(=O)N(CCCl)N=O. Drug 2: CC1=C(C(=O)C2=C(C1=O)N3CC4C(C3(C2COC(=O)N)OC)N4)N. Cell line: HOP-92. Synergy scores: CSS=23.0, Synergy_ZIP=-6.93, Synergy_Bliss=4.39, Synergy_Loewe=2.92, Synergy_HSA=3.70. (5) Drug 1: C1=CC(=CC=C1CCC2=CNC3=C2C(=O)NC(=N3)N)C(=O)NC(CCC(=O)O)C(=O)O. Drug 2: B(C(CC(C)C)NC(=O)C(CC1=CC=CC=C1)NC(=O)C2=NC=CN=C2)(O)O. Cell line: TK-10. Synergy scores: CSS=40.0, Synergy_ZIP=3.85, Synergy_Bliss=1.24, Synergy_Loewe=0.395, Synergy_HSA=0.822. (6) Drug 1: CCCS(=O)(=O)NC1=C(C(=C(C=C1)F)C(=O)C2=CNC3=C2C=C(C=N3)C4=CC=C(C=C4)Cl)F. Drug 2: COC1=NC(=NC2=C1N=CN2C3C(C(C(O3)CO)O)O)N. Cell line: K-562. Synergy scores: CSS=-4.20, Synergy_ZIP=6.37, Synergy_Bliss=1.71, Synergy_Loewe=-56.1, Synergy_HSA=-5.43. (7) Drug 1: CC(C1=C(C=CC(=C1Cl)F)Cl)OC2=C(N=CC(=C2)C3=CN(N=C3)C4CCNCC4)N. Drug 2: C#CCC(CC1=CN=C2C(=N1)C(=NC(=N2)N)N)C3=CC=C(C=C3)C(=O)NC(CCC(=O)O)C(=O)O. Cell line: U251. Synergy scores: CSS=2.04, Synergy_ZIP=-1.81, Synergy_Bliss=-3.07, Synergy_Loewe=-5.93, Synergy_HSA=-3.06. (8) Drug 1: COC1=CC(=CC(=C1O)OC)C2C3C(COC3=O)C(C4=CC5=C(C=C24)OCO5)OC6C(C(C7C(O6)COC(O7)C8=CC=CS8)O)O. Drug 2: C1=CC(=CC=C1CCCC(=O)O)N(CCCl)CCCl. Cell line: KM12. Synergy scores: CSS=33.0, Synergy_ZIP=3.96, Synergy_Bliss=1.72, Synergy_Loewe=-7.27, Synergy_HSA=6.63.